Dataset: Reaction yield outcomes from USPTO patents with 853,638 reactions. Task: Predict the reaction yield, written as a fraction of the theoretical maximum amount of product (1.0 means a 100% yield; for example, 0.34 means a 34% yield). (1) The reactants are [CH3:1][C:2]1[N:6](CC2C=CC=CC=2)[C:5]2[CH:14]=[C:15]([N:19]3[CH2:24][CH2:23][O:22][CH2:21][CH2:20]3)[CH:16]=[C:17](N)[C:4]=2[N:3]=1.N([O-])=O.[Na+].[Na+].[Br-:30].[OH-].[Na+]. The catalyst is Br.O. The product is [Br:30][C:17]1[C:4]2[N:3]=[C:2]([CH3:1])[NH:6][C:5]=2[CH:14]=[C:15]([N:19]2[CH2:24][CH2:23][O:22][CH2:21][CH2:20]2)[CH:16]=1. The yield is 0.580. (2) The reactants are [Br:1][C:2]1[CH:10]=[C:9]2[C:5]([CH2:6][C:7]3([CH2:27][CH2:26][CH:25]([O:28][CH3:29])[CH2:24][CH2:23]3)[C:8]2([NH:16][S:17]([C:19]([CH3:22])([CH3:21])[CH3:20])=[O:18])[C:11]([O:13][CH2:14][CH3:15])=C)=[CH:4][CH:3]=1.C[O:31]C1C=CC(P2(SP(C3C=CC(OC)=CC=3)(=S)S2)=S)=CC=1. The catalyst is C1(C)C=CC=CC=1. The product is [Br:1][C:2]1[CH:10]=[C:9]2[C:5]([CH2:6][C:7]3([CH2:27][CH2:26][CH:25]([O:28][CH3:29])[CH2:24][CH2:23]3)[C:8]2([NH:16][S:17]([C:19]([CH3:21])([CH3:22])[CH3:20])=[O:18])[C:11]([O:13][CH2:14][CH3:15])=[O:31])=[CH:4][CH:3]=1. The yield is 0.250.